Predict the reaction yield, written as a fraction of the theoretical maximum amount of product (1.0 means a 100% yield; for example, 0.34 means a 34% yield). From a dataset of Reaction yield outcomes from USPTO patents with 853,638 reactions. (1) The reactants are [CH:1](=[O:10])[C:2]1[CH:7]=[CH:6][CH:5]=[C:4]([O:8][CH3:9])[CH:3]=1.[C:11]([O:15][CH3:16])(=[O:14])[CH:12]=[CH2:13].NC1C(C)=CC=CN=1.C(O)(=O)C1C=CC=CC=1. The catalyst is C(OCC)C.[Cl-].[Na+].O.O. The product is [CH3:9][O:8][C:4]1[CH:3]=[C:2]([C:1](=[O:10])[CH2:13][CH2:12][C:11]([O:15][CH3:16])=[O:14])[CH:7]=[CH:6][CH:5]=1. The yield is 0.900. (2) The yield is 0.490. The catalyst is C(Cl)Cl. The product is [Si:1]([O:8][C@@H:9]([CH3:15])[CH:10]=[O:11])([C:4]([CH3:7])([CH3:6])[CH3:5])([CH3:3])[CH3:2]. The reactants are [Si:1]([O:8][C@@H:9]([CH3:15])[C:10](OCC)=[O:11])([C:4]([CH3:7])([CH3:6])[CH3:5])([CH3:3])[CH3:2].CC(C[AlH]CC(C)C)C.CO.C(C(C(C([O-])=O)O)O)([O-])=O.[Na+].[K+]. (3) The product is [CH3:17][O:16][C:13]1[CH:14]=[CH:15][C:10]([CH2:9][N:8]2[C:3]3[NH:1][N:2]=[CH:26][C:4]=3[C:5](=[O:20])[N:6]([CH3:19])[C:7]2=[O:18])=[CH:11][CH:12]=1. The yield is 0.900. The reactants are [NH:1]([C:3]1[N:8]([CH2:9][C:10]2[CH:15]=[CH:14][C:13]([O:16][CH3:17])=[CH:12][CH:11]=2)[C:7](=[O:18])[N:6]([CH3:19])[C:5](=[O:20])[CH:4]=1)[NH2:2].O=P(Cl)(Cl)Cl.[CH3:26]N(C=O)C. No catalyst specified. (4) The reactants are Br[C:2]1[CH:7]=[CH:6][C:5]([NH2:8])=[C:4]([C:9]([F:12])([F:11])[F:10])[CH:3]=1.CO.C(=O)([O-])[O-].[Na+].[Na+].[C:21]([C:23]1[CH:28]=[CH:27][C:26](B(O)O)=[CH:25][CH:24]=1)#[N:22]. The catalyst is [Pd].O. The product is [NH2:8][C:5]1[CH:6]=[CH:7][C:2]([C:26]2[CH:27]=[CH:28][C:23]([C:21]#[N:22])=[CH:24][CH:25]=2)=[CH:3][C:4]=1[C:9]([F:12])([F:11])[F:10]. The yield is 0.190. (5) The reactants are [CH3:1][O:2][CH2:3][N:4]1[C:12]2[C:7](=[CH:8][C:9]([C:13]3[O:17][C:16]([SH:18])=[N:15][N:14]=3)=[CH:10][CH:11]=2)[CH:6]=[N:5]1.[F:19][C:20]([F:30])([F:29])[C:21]1[CH:22]=[C:23]([CH:26]=[CH:27][CH:28]=1)[CH2:24]Cl.C(=O)([O-])[O-].[K+].[K+].O. The catalyst is CN(C)C=O. The product is [CH3:1][O:2][CH2:3][N:4]1[C:12]2[C:7](=[CH:8][C:9]([C:13]3[O:17][C:16]([S:18][CH2:24][C:23]4[CH:26]=[CH:27][CH:28]=[C:21]([C:20]([F:19])([F:29])[F:30])[CH:22]=4)=[N:15][N:14]=3)=[CH:10][CH:11]=2)[CH:6]=[N:5]1. The yield is 0.980. (6) The reactants are [Li+].C[Si]([N-][Si](C)(C)C)(C)C.[Br:11][C:12]1[C:13]([C:43]([O:45]CC)=O)=[C:14]([CH2:26][N:27]([CH2:38][C:39]([O:41][CH3:42])=[O:40])S(C2C=CC(C)=CC=2)(=O)=O)[N:15]([CH2:18][C:19]2[CH:24]=[CH:23][C:22]([F:25])=[CH:21][CH:20]=2)[C:16]=1[Br:17].[NH4+].[Cl-].ClCCl.CO. The catalyst is C1COCC1. The product is [Br:17][C:16]1[N:15]([CH2:18][C:19]2[CH:24]=[CH:23][C:22]([F:25])=[CH:21][CH:20]=2)[C:14]2=[CH:26][N:27]=[C:38]([C:39]([O:41][CH3:42])=[O:40])[C:43]([OH:45])=[C:13]2[C:12]=1[Br:11]. The yield is 0.544. (7) The reactants are [C:1]([O:5][C:6]([NH:8][C@H:9]1[CH2:13][CH2:12][C@@:11]([CH2:17][CH3:18])([C:14]([OH:16])=[O:15])[CH2:10]1)=[O:7])([CH3:4])([CH3:3])[CH3:2].Cl.Cl.F[C:22](F)(F)C1C=CN=C(N2CCNCC2)C=1.C(N(CC)CC)C.F[P-](F)(F)(F)(F)F.N1(OC(N(C)C)=[N+](C)C)C2C=CC=CC=2N=N1. The catalyst is CN(C=O)C. The product is [C:1]([O:5][C:6]([NH:8][C@H:9]1[CH2:10][C@@:11]([CH2:17][CH3:18])([C:14]([O:16][CH3:22])=[O:15])[CH:12]=[CH:13]1)=[O:7])([CH3:4])([CH3:3])[CH3:2]. The yield is 0.729. (8) The yield is 0.850. The product is [Cl:29][C:24]1[CH:23]=[C:22]([C:5]2[C:4]([C:1]([NH2:2])=[O:3])=[C:8]3[CH2:9][NH:10][C:11]4([CH2:14][CH2:13]4)[CH2:12][N:7]3[N:6]=2)[CH:27]=[CH:26][C:25]=1[F:28]. The reactants are [C:1]([C:4]1[C:5]([C:22]2[CH:27]=[CH:26][C:25]([F:28])=[C:24]([Cl:29])[CH:23]=2)=[N:6][N:7]2[CH2:12][C:11]3([CH2:14][CH2:13]3)[N:10](C(OC(C)(C)C)=O)[CH2:9][C:8]=12)(=[O:3])[NH2:2].C(O)(C(F)(F)F)=O. The catalyst is C(Cl)Cl.